From a dataset of Reaction yield outcomes from USPTO patents with 853,638 reactions. Predict the reaction yield, written as a fraction of the theoretical maximum amount of product (1.0 means a 100% yield; for example, 0.34 means a 34% yield). (1) The reactants are C[O:2][C:3]([C:5]1[N:6]=[C:7]2[C:12]([C:13]([F:16])([F:15])[F:14])=[CH:11][C:10]([C:17]3[CH:21]=[CH:20][O:19][CH:18]=3)=[CH:9][N:8]2[C:22]=1[CH:23]1[CH2:25][CH2:24]1)=[O:4].CN(C=O)C.[OH-].[Na+].C(O)(=O)CC(CC(O)=O)(C(O)=O)O. The catalyst is C1COCC1. The product is [CH:23]1([C:22]2[N:8]3[CH:9]=[C:10]([C:17]4[CH:21]=[CH:20][O:19][CH:18]=4)[CH:11]=[C:12]([C:13]([F:16])([F:14])[F:15])[C:7]3=[N:6][C:5]=2[C:3]([OH:4])=[O:2])[CH2:24][CH2:25]1. The yield is 0.720. (2) The reactants are [CH2:1]([O:8][C@@H:9]1[C@@H:13]2[O:14][CH2:15][C@@:10]1([CH2:27][O:28]S(C)(=O)=O)[O:11][C@H:12]2[N:16]1[CH:24]=[N:23][C:22]2[C:17]1=[N:18][C:19]([NH2:26])=[N:20][C:21]=2[Cl:25])[C:2]1[CH:7]=[CH:6][CH:5]=[CH:4][CH:3]=1.[C:33](O[Na])([C:35]1[CH:40]=[CH:39][CH:38]=[CH:37][CH:36]=1)=[O:34].CCOC(C)=O.C([O-])(O)=O.[Na+]. The catalyst is CS(C)=O.[Cl-].[Na+].O. The product is [CH2:1]([O:8][C@@H:9]1[C@@H:13]2[O:14][CH2:15][C@@:10]1([CH2:27][O:28][C:33](=[O:34])[C:35]1[CH:40]=[CH:39][CH:38]=[CH:37][CH:36]=1)[O:11][C@H:12]2[N:16]1[CH:24]=[N:23][C:22]2[C:17]1=[N:18][C:19]([NH2:26])=[N:20][C:21]=2[Cl:25])[C:2]1[CH:7]=[CH:6][CH:5]=[CH:4][CH:3]=1. The yield is 0.700. (3) The reactants are [Cl:1][C:2]1C=C[C:5]([Cl:8])=[CH:4][C:3]=1[S:9]([NH:12][CH2:13][C:14]1[CH:15]=[C:16]([C:20]2[CH:21]=[C:22]3[C:26](=[C:27]([C:29]([NH2:31])=[O:30])[CH:28]=2)[NH:25][CH:24]=[C:23]3[CH:32]2[CH2:37][CH2:36][N:35]([S:38]([CH2:41][CH3:42])(=[O:40])=[O:39])[CH2:34][CH2:33]2)[CH:17]=[CH:18][CH:19]=1)(=[O:11])=[O:10].ClC1C=CC(Cl)=CC=1[S:51](Cl)(=O)=O. No catalyst specified. The product is [Cl:1][C:2]1[S:51][C:5]([Cl:8])=[CH:4][C:3]=1[S:9]([NH:12][CH2:13][C:14]1[CH:15]=[C:16]([C:20]2[CH:21]=[C:22]3[C:26](=[C:27]([C:29]([NH2:31])=[O:30])[CH:28]=2)[NH:25][CH:24]=[C:23]3[CH:32]2[CH2:33][CH2:34][N:35]([S:38]([CH2:41][CH3:42])(=[O:40])=[O:39])[CH2:36][CH2:37]2)[CH:17]=[CH:18][CH:19]=1)(=[O:11])=[O:10]. The yield is 0.270. (4) The reactants are Br[C:2]1[CH:3]=[C:4]([CH:9]=[C:10]([Br:12])[CH:11]=1)[C:5]([O:7][CH3:8])=[O:6].[F:13][C:14]1[CH:19]=[CH:18][C:17](B(O)O)=[CH:16][CH:15]=1.C([O-])([O-])=O.[Na+].[Na+]. The catalyst is COCCOCCOC.C(O)C.[Pd].C1(P(C2C=CC=CC=2)C2C=CC=CC=2)C=CC=CC=1.C1(P(C2C=CC=CC=2)C2C=CC=CC=2)C=CC=CC=1.C1(P(C2C=CC=CC=2)C2C=CC=CC=2)C=CC=CC=1.C1(P(C2C=CC=CC=2)C2C=CC=CC=2)C=CC=CC=1. The product is [Br:12][C:10]1[CH:9]=[C:4]([CH:3]=[C:2]([C:17]2[CH:18]=[CH:19][C:14]([F:13])=[CH:15][CH:16]=2)[CH:11]=1)[C:5]([O:7][CH3:8])=[O:6].[F:13][C:14]1[CH:19]=[CH:18][C:17]([C:2]2[CH:3]=[C:4]([CH:9]=[C:10]([C:17]3[CH:18]=[CH:19][C:14]([F:13])=[CH:15][CH:16]=3)[CH:11]=2)[C:5]([O:7][CH3:8])=[O:6])=[CH:16][CH:15]=1. The yield is 0.230.